From a dataset of Full USPTO retrosynthesis dataset with 1.9M reactions from patents (1976-2016). Predict the reactants needed to synthesize the given product. Given the product [CH:15]1([CH2:14][CH:13]([C:20]2[CH:25]=[CH:24][C:23]([Cl:26])=[C:22]([Cl:27])[CH:21]=2)[C:12]([NH:11][C:8]2[S:9][CH:10]=[C:6]([CH2:4][OH:3])[N:7]=2)=[O:28])[CH2:16][CH2:17][CH2:18][CH2:19]1, predict the reactants needed to synthesize it. The reactants are: C([O:3][C:4]([C:6]1[N:7]=[C:8]([NH:11][C:12](=[O:28])[CH:13]([C:20]2[CH:25]=[CH:24][C:23]([Cl:26])=[C:22]([Cl:27])[CH:21]=2)[CH2:14][CH:15]2[CH2:19][CH2:18][CH2:17][CH2:16]2)[S:9][CH:10]=1)=O)C.[BH4-].[Na+].